This data is from Catalyst prediction with 721,799 reactions and 888 catalyst types from USPTO. The task is: Predict which catalyst facilitates the given reaction. (1) Reactant: [Br:1][C:2]1[N:7]=[N:6][C:5](/[N:8]=[CH:9]/N(C)C)=[CH:4][CH:3]=1.Br[CH2:14][C:15]#[N:16].C([O-])(O)=O.[Na+]. Product: [Br:1][C:2]1[CH:3]=[CH:4][C:5]2[N:6]([C:14]([C:15]#[N:16])=[CH:9][N:8]=2)[N:7]=1. The catalyst class is: 378. (2) Reactant: [NH2:1][C:2]1[CH:7]=[CH:6][CH:5]=[CH:4][C:3]=1[C:8]1[NH:9][C:10]([NH:13][C:14]2[CH:19]=[CH:18][C:17]([C:20]([F:23])([F:22])[F:21])=[CH:16][CH:15]=2)=[N:11][N:12]=1.[O:24]1[C:29]2[CH:30]=[CH:31][C:32]([C:34](Cl)=[O:35])=[CH:33][C:28]=2[O:27][CH2:26][CH2:25]1.C(N(CC)CC)C. Product: [F:23][C:20]([F:22])([F:21])[C:17]1[CH:18]=[CH:19][C:14]([NH:13][C:10]2[NH:9][C:8]([C:3]3[CH:4]=[CH:5][CH:6]=[CH:7][C:2]=3[NH:1][C:34]([C:32]3[CH:31]=[CH:30][C:29]4[O:24][CH2:25][CH2:26][O:27][C:28]=4[CH:33]=3)=[O:35])=[N:12][N:11]=2)=[CH:15][CH:16]=1. The catalyst class is: 2. (3) Reactant: [N:1]1[O:2][N:3]=[C:4]2[CH:9]=[C:8]([C:10]#[C:11][C:12]3([OH:32])[CH2:17][CH2:16][N:15]([C:18](=[O:31])[CH2:19][C:20]4[CH:25]=[CH:24][C:23]([N:26]5[CH:30]=[N:29][N:28]=[N:27]5)=[CH:22][CH:21]=4)[CH2:14][CH2:13]3)[CH:7]=[CH:6][C:5]=12. Product: [N:1]1[O:2][N:3]=[C:4]2[CH:9]=[C:8]([CH2:10][CH2:11][C:12]3([OH:32])[CH2:13][CH2:14][N:15]([C:18](=[O:31])[CH2:19][C:20]4[CH:25]=[CH:24][C:23]([N:26]5[CH:30]=[N:29][N:28]=[N:27]5)=[CH:22][CH:21]=4)[CH2:16][CH2:17]3)[CH:7]=[CH:6][C:5]=12. The catalyst class is: 153. (4) Reactant: [Cl:1][C:2]1[CH:3]=[CH:4][C:5](F)=[C:6]([CH:9]=1)[CH:7]=[O:8].[C:11]([O:15][C:16]([N:18]1[CH2:23][CH2:22][NH:21][CH2:20][CH2:19]1)=[O:17])([CH3:14])([CH3:13])[CH3:12].C([O-])([O-])=O.[K+].[K+].O. The catalyst class is: 3. Product: [C:11]([O:15][C:16]([N:18]1[CH2:23][CH2:22][N:21]([C:5]2[CH:4]=[CH:3][C:2]([Cl:1])=[CH:9][C:6]=2[CH:7]=[O:8])[CH2:20][CH2:19]1)=[O:17])([CH3:14])([CH3:12])[CH3:13]. (5) Reactant: [Cl:1][C:2]1[N:3]=[C:4]([C:9]([NH:11][C@H:12]2[CH2:17][CH2:16][N:15]([C:18]3[S:19][C:20]([C:25]([O:27][CH2:28][CH3:29])=[O:26])=[C:21]([CH2:23]O)[N:22]=3)[CH2:14][C@H:13]2[O:30][CH3:31])=[O:10])[NH:5][C:6]=1[CH2:7][CH3:8].CCN(S(F)(F)[F:38])CC. Product: [Cl:1][C:2]1[N:3]=[C:4]([C:9]([NH:11][C@H:12]2[CH2:17][CH2:16][N:15]([C:18]3[S:19][C:20]([C:25]([O:27][CH2:28][CH3:29])=[O:26])=[C:21]([CH2:23][F:38])[N:22]=3)[CH2:14][C@H:13]2[O:30][CH3:31])=[O:10])[NH:5][C:6]=1[CH2:7][CH3:8]. The catalyst class is: 614.